From a dataset of Full USPTO retrosynthesis dataset with 1.9M reactions from patents (1976-2016). Predict the reactants needed to synthesize the given product. (1) Given the product [Cl:1][C:2]1[C:3]([F:34])=[C:4]([CH:31]=[CH:32][CH:33]=1)[CH2:5][NH:6][C:7]([C@@H:9]1[CH2:14][C@@H:13]2[C@@H:11]([CH2:12]2)[N:10]1[C:15](=[O:30])[CH2:16][N:17]1[C:25]2[C:20](=[CH:21][CH:22]=[C:23]([O:26][CH2:42][C:43]3[NH:47][N:46]=[N:45][N:44]=3)[CH:24]=2)[C:19]([C:27](=[O:29])[CH3:28])=[CH:18]1)=[O:8], predict the reactants needed to synthesize it. The reactants are: [Cl:1][C:2]1[C:3]([F:34])=[C:4]([CH:31]=[CH:32][CH:33]=1)[CH2:5][NH:6][C:7]([C@@H:9]1[CH2:14][C@@H:13]2[C@@H:11]([CH2:12]2)[N:10]1[C:15](=[O:30])[CH2:16][N:17]1[C:25]2[C:20](=[CH:21][CH:22]=[C:23]([OH:26])[CH:24]=2)[C:19]([C:27](=[O:29])[CH3:28])=[CH:18]1)=[O:8].C(=O)([O-])[O-].[Cs+].[Cs+].Cl[CH2:42][C:43]1[NH:47][N:46]=[N:45][N:44]=1.Cl. (2) Given the product [CH:33]([C@:27]1([C:30]([N:12]2[CH2:11][CH2:10][N:9]([C:5]3[CH:4]=[C:3]([C:2]([F:15])([F:1])[F:16])[CH:8]=[CH:7][N:6]=3)[CH2:14][CH2:13]2)=[O:31])[CH2:28][CH2:29][C@@H:25]([NH:24][C:22](=[O:23])[O:21][C:17]([CH3:19])([CH3:18])[CH3:20])[CH2:26]1)([CH3:35])[CH3:34], predict the reactants needed to synthesize it. The reactants are: [F:1][C:2]([F:16])([F:15])[C:3]1[CH:8]=[CH:7][N:6]=[C:5]([N:9]2[CH2:14][CH2:13][NH:12][CH2:11][CH2:10]2)[CH:4]=1.[C:17]([O:21][C:22]([NH:24][C@@H:25]1[CH2:29][CH2:28][C@:27]([CH:33]([CH3:35])[CH3:34])([C:30](O)=[O:31])[CH2:26]1)=[O:23])([CH3:20])([CH3:19])[CH3:18].F[P-](F)(F)(F)(F)F.N1(O[P+](N(C)C)(N(C)C)N(C)C)C2C=CC=CC=2N=N1.C(N(CC)CC)C. (3) Given the product [N:1]1([C:6]2[CH:7]=[C:8]([C:9]3[O:11][CH:22]=[N:21][C:23]=3[C:24]([O:26][CH3:27])=[O:25])[CH:12]=[CH:13][CH:14]=2)[CH2:2][CH2:3][CH2:4][CH2:5]1, predict the reactants needed to synthesize it. The reactants are: [N:1]1([C:6]2[CH:7]=[C:8]([CH:12]=[CH:13][CH:14]=2)[C:9]([OH:11])=O)[CH2:5][CH2:4][CH2:3][CH2:2]1.C([O-])([O-])=O.[K+].[K+].[N+:21]([CH2:23][C:24]([O:26][CH3:27])=[O:25])#[C-:22].C1C=CC(P(N=[N+]=[N-])(C2C=CC=CC=2)=O)=CC=1.